Binary Classification. Given a T-cell receptor sequence (or CDR3 region) and an epitope sequence, predict whether binding occurs between them. From a dataset of TCR-epitope binding with 47,182 pairs between 192 epitopes and 23,139 TCRs. (1) The epitope is NYSGVVTTVMF. The TCR CDR3 sequence is CASSHLDTEAFF. Result: 0 (the TCR does not bind to the epitope). (2) The epitope is ALSKGVHFV. The TCR CDR3 sequence is CSVDWAGANNEQFF. Result: 1 (the TCR binds to the epitope). (3) The epitope is FTYASALWEI. The TCR CDR3 sequence is CATSQGSYGYTF. Result: 0 (the TCR does not bind to the epitope). (4) The epitope is QARQMVQAMRTIGTHP. The TCR CDR3 sequence is CASSSGPYANQPQHF. Result: 0 (the TCR does not bind to the epitope). (5) The epitope is VLWAHGFEL. The TCR CDR3 sequence is CASSPSSRDTGELFF. Result: 1 (the TCR binds to the epitope). (6) The epitope is LLFNKVTLA. The TCR CDR3 sequence is CSVESGEVTDTQYF. Result: 0 (the TCR does not bind to the epitope). (7) The epitope is RLRAEAQVK. The TCR CDR3 sequence is CASSLGQDGYTF. Result: 1 (the TCR binds to the epitope).